From a dataset of Full USPTO retrosynthesis dataset with 1.9M reactions from patents (1976-2016). Predict the reactants needed to synthesize the given product. (1) Given the product [F:14][C:12]1[C:11]([F:15])=[CH:10][CH:9]=[C:8]2[C:13]=1[C:4]([CH2:1][CH:2]=[O:29])([C:22]1[CH:23]=[CH:24][C:25]([F:28])=[CH:26][CH:27]=1)[N:5]([CH2:17][C:18]([F:21])([F:19])[F:20])[C:6](=[O:16])[NH:7]2, predict the reactants needed to synthesize it. The reactants are: [CH2:1]([C:4]1([C:22]2[CH:27]=[CH:26][C:25]([F:28])=[CH:24][CH:23]=2)[C:13]2[C:8](=[CH:9][CH:10]=[C:11]([F:15])[C:12]=2[F:14])[NH:7][C:6](=[O:16])[N:5]1[CH2:17][C:18]([F:21])([F:20])[F:19])[CH:2]=C.[O:29]=[O+][O-].CSC. (2) Given the product [CH3:1][S:2]([C:5]1[CH:10]=[CH:9][C:8]([CH2:11][C:12]([Cl:18])=[O:14])=[CH:7][CH:6]=1)(=[O:4])=[O:3], predict the reactants needed to synthesize it. The reactants are: [CH3:1][S:2]([C:5]1[CH:10]=[CH:9][C:8]([CH2:11][C:12]([OH:14])=O)=[CH:7][CH:6]=1)(=[O:4])=[O:3].C(Cl)(=O)C([Cl:18])=O. (3) Given the product [CH3:34][O:35][C:36](=[O:40])[CH2:37][CH2:38][NH:39][C:23]([C:25]1[S:26][C:27]([CH:30]([S:18][C:14]2[CH:13]=[C:12]([CH3:19])[C:11]([C:8]3[CH:7]=[CH:6][C:5]([C:1]([CH3:4])([CH3:3])[CH3:2])=[CH:10][CH:9]=3)=[C:16]([CH3:17])[CH:15]=2)[CH3:31])=[CH:28][CH:29]=1)=[O:24], predict the reactants needed to synthesize it. The reactants are: [C:1]([C:5]1[CH:10]=[CH:9][C:8]([C:11]2[C:16]([CH3:17])=[CH:15][C:14]([SH:18])=[CH:13][C:12]=2[CH3:19])=[CH:7][CH:6]=1)([CH3:4])([CH3:3])[CH3:2].C(O[C:23]([C:25]1[S:26][C:27]([CH:30](O)[CH3:31])=[CH:28][CH:29]=1)=[O:24])C.Cl.[CH3:34][O:35][C:36](=[O:40])[CH2:37][CH2:38][NH2:39]. (4) Given the product [F:1][C:2]1[CH:10]=[CH:9][CH:8]=[C:7]2[C:3]=1[C:4]([C:11]([NH:15][CH:16]1[CH2:21][CH2:20][O:19][CH2:18][CH:17]1[OH:22])=[O:13])=[CH:5][NH:6]2, predict the reactants needed to synthesize it. The reactants are: [F:1][C:2]1[CH:10]=[CH:9][CH:8]=[C:7]2[C:3]=1[C:4]([C:11]([O:13]C)=O)=[CH:5][NH:6]2.[NH2:15][CH:16]1[CH2:21][CH2:20][O:19][CH2:18][CH:17]1[OH:22]. (5) Given the product [F:29][C:27]1[C:26]([O:30][CH3:31])=[CH:25][C:24]([CH2:32][C:33]([F:36])([F:35])[F:34])=[C:23]([C:4]2[N:3]=[C:2]([NH:37][CH2:38][C:39]3[C:40]([N:45]([CH3:55])[S:46]([C:49]4[CH:50]=[CH:51][CH:52]=[CH:53][CH:54]=4)(=[O:48])=[O:47])=[N:41][CH:42]=[CH:43][N:44]=3)[C:7]3[C:8]([C:19]([NH:21][CH3:22])=[O:20])=[N:9][N:10]([CH2:11][O:12][CH2:13][CH2:14][Si:15]([CH3:18])([CH3:17])[CH3:16])[C:6]=3[CH:5]=2)[CH:28]=1, predict the reactants needed to synthesize it. The reactants are: Cl[C:2]1[C:7]2[C:8]([C:19]([NH:21][CH3:22])=[O:20])=[N:9][N:10]([CH2:11][O:12][CH2:13][CH2:14][Si:15]([CH3:18])([CH3:17])[CH3:16])[C:6]=2[CH:5]=[C:4]([C:23]2[CH:28]=[C:27]([F:29])[C:26]([O:30][CH3:31])=[CH:25][C:24]=2[CH2:32][C:33]([F:36])([F:35])[F:34])[N:3]=1.[NH2:37][CH2:38][C:39]1[C:40]([N:45]([CH3:55])[S:46]([C:49]2[CH:54]=[CH:53][CH:52]=[CH:51][CH:50]=2)(=[O:48])=[O:47])=[N:41][CH:42]=[CH:43][N:44]=1.CCN(C(C)C)C(C)C. (6) Given the product [F:1][C:2]1[CH:7]=[C:6]([F:8])[CH:5]=[CH:4][C:3]=1[N:9]1[C:17](=[O:18])[C:16]2[C@@H:15]3[C:19]([CH3:21])([CH3:20])[C@@:12]([CH3:22])([CH2:13][CH2:14]3)[C:11]=2[N:10]1[CH2:24][CH2:25][C:26](=[O:27])[C:28]1[CH:33]=[CH:32][CH:31]=[CH:30][CH:29]=1, predict the reactants needed to synthesize it. The reactants are: [F:1][C:2]1[CH:7]=[C:6]([F:8])[CH:5]=[CH:4][C:3]=1[N:9]1[C:17](=[O:18])[C:16]2[C@@H:15]3[C:19]([CH3:21])([CH3:20])[C@@:12]([CH3:22])([CH2:13][CH2:14]3)[C:11]=2[NH:10]1.Cl[CH2:24][CH2:25][C:26]([C:28]1[CH:33]=[CH:32][CH:31]=[CH:30][CH:29]=1)=[O:27].ClCCl. (7) Given the product [CH3:12][O:11][C:7]1[CH:8]=[CH:9][CH:10]=[C:5]2[C:6]=1[CH:13]=[C:15]([CH:16]1[CH2:24][CH2:23][N:22]([CH3:25])[CH2:21][CH2:20]1)[NH:3][C:4]2=[O:14], predict the reactants needed to synthesize it. The reactants are: C([N:3]([CH2:15][CH3:16])[C:4](=[O:14])[C:5]1[CH:10]=[CH:9][CH:8]=[C:7]([O:11][CH3:12])[C:6]=1[CH3:13])C.C(C1[CH2:24][CH2:23][N:22]([CH3:25])[CH2:21][CH2:20]1)#N.